Dataset: Catalyst prediction with 721,799 reactions and 888 catalyst types from USPTO. Task: Predict which catalyst facilitates the given reaction. (1) Reactant: Cl.[CH3:2][O:3][C:4](=[O:29])[C:5]1[CH:10]=[CH:9][CH:8]=[C:7](/[CH:11]=[C:12]2/[CH:13]=[C:14]([C:22]3[CH:27]=[CH:26][CH:25]=[C:24]([OH:28])[CH:23]=3)[CH:15]([CH2:18][N:19]([CH3:21])[CH3:20])[CH2:16][CH2:17]/2)[CH:6]=1.C[Si](C)(C)[Cl:32].O. Product: [ClH:32].[CH3:2][O:3][C:4](=[O:29])[C:5]1[CH:10]=[CH:9][CH:8]=[C:7](/[CH:11]=[C:12]2\[CH:13]=[C:14]([C:22]3[CH:27]=[CH:26][CH:25]=[C:24]([OH:28])[CH:23]=3)[CH:15]([CH2:18][N:19]([CH3:21])[CH3:20])[CH2:16][CH2:17]\2)[CH:6]=1. The catalyst class is: 21. (2) The catalyst class is: 12. Product: [NH:1]1[CH2:6][CH2:5][CH2:4][CH2:3][C@@H:2]1[CH2:7][O:8][C:9]1[C:17]2[C:16]3[CH:18]=[C:19]([C:22]#[N:23])[N:20]=[CH:21][C:15]=3[NH:14][C:13]=2[N:12]=[CH:11][CH:10]=1. Reactant: [NH:1]1[CH2:6][CH2:5][CH2:4][CH2:3][C@@H:2]1[CH2:7][O:8][C:9]1[C:17]2[C:16]3[CH:18]=[C:19]([C:22]#[N:23])[N:20]=[CH:21][C:15]=3[N:14](COCC[Si](C)(C)C)[C:13]=2[N:12]=[CH:11][CH:10]=1.Br.[OH-].[Na+].Cl.